Dataset: Full USPTO retrosynthesis dataset with 1.9M reactions from patents (1976-2016). Task: Predict the reactants needed to synthesize the given product. (1) The reactants are: [Cl:1][C:2]1[CH:3]=[CH:4][C:5]2[N:11]3[C:12]([C:15]([Cl:18])([F:17])[F:16])=[N:13][N:14]=[C:10]3[C@@H:9]([CH2:19][C:20]([NH:22][C@@H:23]([CH2:31][CH:32]([CH3:34])[CH3:33])[C:24]([O:26]C(C)(C)C)=[O:25])=[O:21])[O:8][C@H:7]([C:35]3[CH:40]=[CH:39][CH:38]=[C:37]([O:41][CH3:42])[C:36]=3[O:43][CH3:44])[C:6]=2[CH:45]=1.FC(F)(F)C(O)=O. Given the product [Cl:1][C:2]1[CH:3]=[CH:4][C:5]2[N:11]3[C:12]([C:15]([Cl:18])([F:17])[F:16])=[N:13][N:14]=[C:10]3[C@@H:9]([CH2:19][C:20]([NH:22][C@@H:23]([CH2:31][CH:32]([CH3:34])[CH3:33])[C:24]([OH:26])=[O:25])=[O:21])[O:8][C@H:7]([C:35]3[CH:40]=[CH:39][CH:38]=[C:37]([O:41][CH3:42])[C:36]=3[O:43][CH3:44])[C:6]=2[CH:45]=1, predict the reactants needed to synthesize it. (2) Given the product [CH3:9][O:10][C:11]1[CH:18]=[CH:17][C:14]([CH2:15][N:7]2[C:4]([NH2:5])=[CH:23][C:20]([CH3:21])=[N:8]2)=[CH:13][CH:12]=1, predict the reactants needed to synthesize it. The reactants are: C/C=C/[C:4]#[N:5].O.[NH2:7][NH2:8].[CH3:9][O:10][C:11]1[CH:18]=[CH:17][C:14]([CH:15]=O)=[CH:13][CH:12]=1.C[C:20]([CH3:23])([O-])[CH3:21].[Na+].Cl. (3) Given the product [OH:34][C@H:35]1[CH2:39][N:38]([C:26](=[O:27])[C:25]2[CH:29]=[CH:30][C:22]([C:19]3[CH:20]=[N:21][C:16]([O:15][CH2:14][CH:11]4[CH2:10][CH2:9][N:8]([CH2:7][C:3]5([C:2]([F:31])([F:1])[F:32])[CH2:4][CH2:5][CH2:6]5)[CH2:13][CH2:12]4)=[CH:17][CH:18]=3)=[CH:23][CH:24]=2)[C@H:37]([C:40]([O:42][CH3:43])=[O:41])[CH2:36]1, predict the reactants needed to synthesize it. The reactants are: [F:1][C:2]([F:32])([F:31])[C:3]1([CH2:7][N:8]2[CH2:13][CH2:12][CH:11]([CH2:14][O:15][C:16]3[N:21]=[CH:20][C:19]([C:22]4[CH:30]=[CH:29][C:25]([C:26](O)=[O:27])=[CH:24][CH:23]=4)=[CH:18][CH:17]=3)[CH2:10][CH2:9]2)[CH2:6][CH2:5][CH2:4]1.Cl.[OH:34][C@H:35]1[CH2:39][NH:38][C@H:37]([C:40]([O:42][CH3:43])=[O:41])[CH2:36]1.C(Cl)CCl.C1C=CC2N(O)N=NC=2C=1.CCN(C(C)C)C(C)C.[NH4+].[Cl-]. (4) Given the product [Cl:26][C:21]1[CH:22]=[CH:23][CH:24]=[CH:25][C:20]=1[CH:10]([N:11]1[CH2:16][CH2:15][C:14]2[S:17][CH:18]=[CH:19][C:13]=2[CH2:12]1)[CH2:9][CH2:8][CH2:7][CH2:6][C:5]([CH3:28])([CH3:27])[C:4]([OH:29])=[O:3], predict the reactants needed to synthesize it. The reactants are: C([O:3][C:4](=[O:29])[C:5]([CH3:28])([CH3:27])[CH2:6][CH2:7][CH2:8][CH2:9][CH:10]([C:20]1[CH:25]=[CH:24][CH:23]=[CH:22][C:21]=1[Cl:26])[N:11]1[CH2:16][CH2:15][C:14]2[S:17][CH:18]=[CH:19][C:13]=2[CH2:12]1)C.O.[OH-].[K+].